From a dataset of hERG Central: cardiac toxicity at 1µM, 10µM, and general inhibition. Predict hERG channel inhibition at various concentrations. (1) The drug is C=CCc1ccccc1OCC(O)CN1CCN(Cc2ccc3c(c2)OCO3)CC1. Results: hERG_inhib (hERG inhibition (general)): blocker. (2) The drug is O=C1NC(=O)C(CCc2ccncc2)(CCc2ccncc2)C(=O)N1Cc1ccc(F)cc1. Results: hERG_inhib (hERG inhibition (general)): blocker. (3) The drug is Cn1c(=O)c2c(nc(SCC(=O)Nc3ccccc3N3CCCCC3)n2C)n(C)c1=O. Results: hERG_inhib (hERG inhibition (general)): blocker. (4) The compound is Cc1ccc(C)c2c1cc(C)c1nnc(SCC(=O)c3cccs3)n12. Results: hERG_inhib (hERG inhibition (general)): blocker. (5) The compound is COCCn1c(=N)c(C(=O)NCc2ccco2)cc2c(=O)n3cccc(C)c3nc21. Results: hERG_inhib (hERG inhibition (general)): blocker. (6) The drug is COc1ccc(C(=O)NC2CC2)cc1OC1CCN(Cc2ccc(F)c(F)c2)CC1. Results: hERG_inhib (hERG inhibition (general)): blocker. (7) The molecule is O=C(CC1C(=O)NCCN1Cc1ccc(F)cc1)NCCN1CCCc2ccccc21. Results: hERG_inhib (hERG inhibition (general)): blocker.